This data is from Reaction yield outcomes from USPTO patents with 853,638 reactions. The task is: Predict the reaction yield, written as a fraction of the theoretical maximum amount of product (1.0 means a 100% yield; for example, 0.34 means a 34% yield). (1) The reactants are [CH3:1][C@H:2]1[C@@H:6]([C:7]2[N:11]3[C:12]4[CH:18]=[CH:17][N:16](COCC[Si](C)(C)C)[C:13]=4[N:14]=[CH:15][C:10]3=[N:9][CH:8]=2)[CH2:5][C@@H:4]([NH2:27])[CH2:3]1.[O:28]1[CH2:31][C:30](=[CH:32][C:33]#[N:34])[CH2:29]1. The catalyst is CN(C=O)C. The product is [CH:18]1[C:12]2[N:11]3[C:7]([C@@H:6]4[C@H:2]([CH3:1])[CH2:3][C@H:4]([NH:27][C:30]5([CH2:32][C:33]#[N:34])[CH2:31][O:28][CH2:29]5)[CH2:5]4)=[CH:8][N:9]=[C:10]3[CH:15]=[N:14][C:13]=2[NH:16][CH:17]=1. The yield is 0.330. (2) The product is [Br:1][C:2]1[CH:3]=[CH:4][C:5]([CH:8]([C:10]2[CH:15]=[C:14]([Cl:16])[CH:13]=[C:12]([Cl:17])[CH:11]=2)[OH:9])=[N:6][CH:7]=1. The catalyst is CO. The reactants are [Br:1][C:2]1[CH:3]=[CH:4][C:5]([C:8]([C:10]2[CH:15]=[C:14]([Cl:16])[CH:13]=[C:12]([Cl:17])[CH:11]=2)=[O:9])=[N:6][CH:7]=1.ClCCl.[BH4-].[Na+]. The yield is 0.990. (3) The reactants are [CH3:1][C:2]1[CH:7]=[CH:6][N:5]=[C:4]([C:8]2[O:9][C:10]3[CH2:11][NH:12][CH2:13][CH2:14][C:15]=3[N:16]=2)[CH:3]=1.Br[C:18]1[CH:19]=[C:20]([CH:23]=[CH:24][CH:25]=1)[C:21]#[N:22].C([O-])([O-])=O.[Cs+].[Cs+].CC1(C)C2C(=C(P(C3C=CC=CC=3)C3C=CC=CC=3)C=CC=2)OC2C(P(C3C=CC=CC=3)C3C=CC=CC=3)=CC=CC1=2. The yield is 0.170. The product is [CH3:1][C:2]1[CH:7]=[CH:6][N:5]=[C:4]([C:8]2[O:9][C:10]3[CH2:11][N:12]([C:18]4[CH:19]=[C:20]([CH:23]=[CH:24][CH:25]=4)[C:21]#[N:22])[CH2:13][CH2:14][C:15]=3[N:16]=2)[CH:3]=1. The catalyst is C1(C)C=CC=CC=1.CO.CC([O-])=O.CC([O-])=O.[Pd+2]. (4) The reactants are [CH3:1]N(C)C=O.[H-].[Na+].[Cl:8][C:9]1[CH:14]=[C:13]([O:15][C:16]2[C:25]3[C:20](=[CH:21][C:22]([O:28][CH3:29])=[C:23]([O:26][CH3:27])[CH:24]=3)[N:19]=[CH:18][N:17]=2)[CH:12]=[CH:11][C:10]=1[NH:30][C:31](=[O:39])[O:32][CH:33]1[CH2:38][CH2:37][CH2:36][CH2:35][CH2:34]1.CI. The catalyst is O. The product is [Cl:8][C:9]1[CH:14]=[C:13]([O:15][C:16]2[C:25]3[C:20](=[CH:21][C:22]([O:28][CH3:29])=[C:23]([O:26][CH3:27])[CH:24]=3)[N:19]=[CH:18][N:17]=2)[CH:12]=[CH:11][C:10]=1[N:30]([CH3:1])[C:31](=[O:39])[O:32][CH:33]1[CH2:38][CH2:37][CH2:36][CH2:35][CH2:34]1. The yield is 0.990.